From a dataset of NCI-60 drug combinations with 297,098 pairs across 59 cell lines. Regression. Given two drug SMILES strings and cell line genomic features, predict the synergy score measuring deviation from expected non-interaction effect. (1) Drug 1: CNC(=O)C1=NC=CC(=C1)OC2=CC=C(C=C2)NC(=O)NC3=CC(=C(C=C3)Cl)C(F)(F)F. Drug 2: CC12CCC3C(C1CCC2OP(=O)(O)O)CCC4=C3C=CC(=C4)OC(=O)N(CCCl)CCCl.[Na+]. Cell line: MALME-3M. Synergy scores: CSS=8.82, Synergy_ZIP=-0.0114, Synergy_Bliss=1.54, Synergy_Loewe=1.33, Synergy_HSA=1.26. (2) Drug 2: CCCCCOC(=O)NC1=NC(=O)N(C=C1F)C2C(C(C(O2)C)O)O. Cell line: NCI-H226. Drug 1: C1=CC=C(C(=C1)C(C2=CC=C(C=C2)Cl)C(Cl)Cl)Cl. Synergy scores: CSS=3.02, Synergy_ZIP=-2.47, Synergy_Bliss=-2.09, Synergy_Loewe=-0.536, Synergy_HSA=-0.190. (3) Cell line: U251. Drug 1: C1=CC=C(C(=C1)C(C2=CC=C(C=C2)Cl)C(Cl)Cl)Cl. Synergy scores: CSS=37.6, Synergy_ZIP=1.59, Synergy_Bliss=-3.38, Synergy_Loewe=-35.6, Synergy_HSA=-4.78. Drug 2: CC1CCCC2(C(O2)CC(NC(=O)CC(C(C(=O)C(C1O)C)(C)C)O)C(=CC3=CSC(=N3)C)C)C. (4) Drug 1: C1=C(C(=O)NC(=O)N1)N(CCCl)CCCl. Drug 2: C1C(C(OC1N2C=NC3=C2NC=NCC3O)CO)O. Cell line: HOP-92. Synergy scores: CSS=38.4, Synergy_ZIP=-3.90, Synergy_Bliss=4.91, Synergy_Loewe=3.37, Synergy_HSA=6.23. (5) Cell line: TK-10. Synergy scores: CSS=11.6, Synergy_ZIP=-0.489, Synergy_Bliss=5.84, Synergy_Loewe=2.95, Synergy_HSA=4.25. Drug 2: CC1CCCC2(C(O2)CC(NC(=O)CC(C(C(=O)C(C1O)C)(C)C)O)C(=CC3=CSC(=N3)C)C)C. Drug 1: CS(=O)(=O)C1=CC(=C(C=C1)C(=O)NC2=CC(=C(C=C2)Cl)C3=CC=CC=N3)Cl. (6) Drug 1: COC1=C2C(=CC3=C1OC=C3)C=CC(=O)O2. Drug 2: CC1CCCC2(C(O2)CC(NC(=O)CC(C(C(=O)C(C1O)C)(C)C)O)C(=CC3=CSC(=N3)C)C)C. Cell line: SF-539. Synergy scores: CSS=34.4, Synergy_ZIP=2.61, Synergy_Bliss=-4.46, Synergy_Loewe=-44.3, Synergy_HSA=-14.6. (7) Drug 1: COC1=C(C=C2C(=C1)N=CN=C2NC3=CC(=C(C=C3)F)Cl)OCCCN4CCOCC4. Drug 2: CC1=C(C=C(C=C1)C(=O)NC2=CC(=CC(=C2)C(F)(F)F)N3C=C(N=C3)C)NC4=NC=CC(=N4)C5=CN=CC=C5. Cell line: CCRF-CEM. Synergy scores: CSS=6.88, Synergy_ZIP=3.39, Synergy_Bliss=7.84, Synergy_Loewe=3.02, Synergy_HSA=2.62. (8) Drug 1: CCC1=C2CN3C(=CC4=C(C3=O)COC(=O)C4(CC)O)C2=NC5=C1C=C(C=C5)O. Drug 2: C1=CC=C(C(=C1)C(C2=CC=C(C=C2)Cl)C(Cl)Cl)Cl. Cell line: PC-3. Synergy scores: CSS=8.99, Synergy_ZIP=-6.14, Synergy_Bliss=-1.19, Synergy_Loewe=-18.2, Synergy_HSA=-3.17. (9) Drug 1: CN(C)C1=NC(=NC(=N1)N(C)C)N(C)C. Drug 2: C1C(C(OC1N2C=NC3=C2NC=NCC3O)CO)O. Cell line: KM12. Synergy scores: CSS=10.2, Synergy_ZIP=-7.39, Synergy_Bliss=-6.98, Synergy_Loewe=-4.36, Synergy_HSA=-3.70.